Dataset: Full USPTO retrosynthesis dataset with 1.9M reactions from patents (1976-2016). Task: Predict the reactants needed to synthesize the given product. Given the product [CH3:5][N:4]([CH2:6][C:7]([N:9]1[C:17]2[C:12](=[CH:13][C:14]([N:21]([CH3:23])[CH3:22])=[C:15]([NH2:18])[CH:16]=2)[CH2:11][CH2:10]1)=[O:8])[CH3:3], predict the reactants needed to synthesize it. The reactants are: N#N.[CH3:3][N:4]([CH2:6][C:7]([N:9]1[C:17]2[C:12](=[CH:13][C:14]([N:21]([CH3:23])[CH3:22])=[C:15]([N+:18]([O-])=O)[CH:16]=2)[CH2:11][CH2:10]1)=[O:8])[CH3:5].